From a dataset of Reaction yield outcomes from USPTO patents with 853,638 reactions. Predict the reaction yield, written as a fraction of the theoretical maximum amount of product (1.0 means a 100% yield; for example, 0.34 means a 34% yield). (1) The reactants are Br[C:2]1[CH:3]=[C:4]([N:8]2[C:16]3[C:11](=[CH:12][CH:13]=[CH:14][CH:15]=3)[C:10]([C:17]([O:19][CH3:20])=[O:18])=[N:9]2)[CH:5]=[CH:6][CH:7]=1.[C:21]([C@:23]1([OH:30])[CH2:27][CH2:26][N:25]([CH3:28])[C:24]1=[O:29])#[CH:22]. No catalyst specified. The product is [OH:30][C@@:23]1([C:21]#[C:22][C:2]2[CH:3]=[C:4]([N:8]3[C:16]4[C:11](=[CH:12][CH:13]=[CH:14][CH:15]=4)[C:10]([C:17]([O:19][CH3:20])=[O:18])=[N:9]3)[CH:5]=[CH:6][CH:7]=2)[CH2:27][CH2:26][N:25]([CH3:28])[C:24]1=[O:29]. The yield is 0.740. (2) The reactants are [OH-].[Na+].C[O:4][C:5](=[O:41])[C@H:6]([NH2:40])[C:7]1[CH:12]=[CH:11][C:10]([C:13]2[CH:18]=[CH:17][C:16]([C:19]([CH2:37][CH3:38])([C:22]3[CH:27]=[CH:26][C:25]([CH2:28][CH2:29][CH:30]([OH:35])[C:31]([CH3:34])([CH3:33])[CH3:32])=[C:24]([CH3:36])[CH:23]=3)[CH2:20][CH3:21])=[CH:15][C:14]=2[CH3:39])=[CH:9][CH:8]=1. The catalyst is CO.O1CCCC1. The product is [NH2:40][C@H:6]([C:7]1[CH:8]=[CH:9][C:10]([C:13]2[CH:18]=[CH:17][C:16]([C:19]([CH2:20][CH3:21])([C:22]3[CH:27]=[CH:26][C:25]([CH2:28][CH2:29][CH:30]([OH:35])[C:31]([CH3:32])([CH3:33])[CH3:34])=[C:24]([CH3:36])[CH:23]=3)[CH2:37][CH3:38])=[CH:15][C:14]=2[CH3:39])=[CH:11][CH:12]=1)[C:5]([OH:41])=[O:4]. The yield is 0.950. (3) The catalyst is CO. The yield is 0.930. The reactants are [Br:1][C:2]1[C:6]([C:7]([O:9]CC)=[O:8])=[CH:5][N:4]([CH2:12][C:13]2[CH:18]=[CH:17][C:16]([O:19][CH3:20])=[CH:15][CH:14]=2)[N:3]=1.[OH-].[Na+].Cl. The product is [Br:1][C:2]1[C:6]([C:7]([OH:9])=[O:8])=[CH:5][N:4]([CH2:12][C:13]2[CH:18]=[CH:17][C:16]([O:19][CH3:20])=[CH:15][CH:14]=2)[N:3]=1.